Dataset: Forward reaction prediction with 1.9M reactions from USPTO patents (1976-2016). Task: Predict the product of the given reaction. Given the reactants [O:1]=[C:2]1[N:6]([C:7]2[CH:12]=[CH:11][C:10]([N:13]3[CH2:18][CH2:17][O:16][CH2:15][C:14]3=[O:19])=[CH:9][CH:8]=2)[CH2:5][C@H:4]([CH2:20][N:21]2[C:29](=[O:30])[C:28]3[C:23](=[CH:24][CH:25]=[CH:26][CH:27]=3)[C:22]2=[O:31])[O:3]1.[S-2].[Na+].[Na+].[SH-].[SH-].[Na+].S.[OH2:39], predict the reaction product. The product is: [O:1]=[C:2]1[N:6]([C:7]2[CH:12]=[CH:11][C:10]([N:13]3[CH2:18][CH2:17][O:16][CH2:15][C:14]3=[O:19])=[CH:9][CH:8]=2)[CH2:5][C@H:4]([CH2:20][NH:21][C:29]([C:28]2[CH:27]=[CH:26][CH:25]=[CH:24][C:23]=2[C:22]([OH:39])=[O:31])=[O:30])[O:3]1.